This data is from Peptide-MHC class II binding affinity with 134,281 pairs from IEDB. The task is: Regression. Given a peptide amino acid sequence and an MHC pseudo amino acid sequence, predict their binding affinity value. This is MHC class II binding data. (1) The binding affinity (normalized) is 0.599. The MHC is DRB1_0802 with pseudo-sequence DRB1_0802. The peptide sequence is DALTLRTATNIWIDH. (2) The peptide sequence is MVVERLGDYLVEQGM. The MHC is HLA-DPA10201-DPB10501 with pseudo-sequence HLA-DPA10201-DPB10501. The binding affinity (normalized) is 0.357. (3) The peptide sequence is EKKYDAATQFEPLAA. The MHC is HLA-DQA10101-DQB10501 with pseudo-sequence HLA-DQA10101-DQB10501. The binding affinity (normalized) is 0.323. (4) The peptide sequence is TFAATTNPWASLPG. The MHC is DRB1_1201 with pseudo-sequence DRB1_1201. The binding affinity (normalized) is 0. (5) The peptide sequence is AVHVWLRLPAGRVEI. The MHC is DRB1_0404 with pseudo-sequence DRB1_0404. The binding affinity (normalized) is 0.462. (6) The peptide sequence is EIKSTKPEASSGEPVVVHIT. The MHC is DRB1_0405 with pseudo-sequence DRB1_0405. The binding affinity (normalized) is 0.135.